Dataset: Rat liver microsome stability data. Task: Regression/Classification. Given a drug SMILES string, predict its absorption, distribution, metabolism, or excretion properties. Task type varies by dataset: regression for continuous measurements (e.g., permeability, clearance, half-life) or binary classification for categorical outcomes (e.g., BBB penetration, CYP inhibition). Dataset: rlm. (1) The drug is Nc1nnc(-c2ccccc2)c(-c2ccccc2)n1. The result is 1 (stable in rat liver microsomes). (2) The compound is Nc1ncnc2c1c(-c1ccc(Oc3ccccc3)cc1)cn2C1CCCC1. The result is 1 (stable in rat liver microsomes). (3) The drug is CCOC(=O)c1ccc(N2C(=O)c3[nH]nc(-c4ccco4)c3C2c2ccc(C)cc2)cc1. The result is 1 (stable in rat liver microsomes). (4) The molecule is CCOc1ccc(CCNC(=O)c2cc3ccccc3n2Cc2cc(C)cc(C)n2)cc1OCC. The result is 1 (stable in rat liver microsomes).